From a dataset of Full USPTO retrosynthesis dataset with 1.9M reactions from patents (1976-2016). Predict the reactants needed to synthesize the given product. (1) The reactants are: [C:1](Cl)(=[O:3])[CH3:2].[NH2:5][C:6]1[CH:7]=[C:8]([CH:16]=[CH:17][C:18]=1[C:19]([NH2:21])=[O:20])[C:9]([O:11][C:12]([CH3:15])([CH3:14])[CH3:13])=[O:10].N1C=CC=CC=1. Given the product [C:1]([NH:5][C:6]1[CH:7]=[C:8]([CH:16]=[CH:17][C:18]=1[C:19]([NH2:21])=[O:20])[C:9]([O:11][C:12]([CH3:15])([CH3:14])[CH3:13])=[O:10])(=[O:3])[CH3:2], predict the reactants needed to synthesize it. (2) Given the product [C:1]([O:5][C:6]([N:8]([CH2:21][CH:22]1[CH:27]([C:28]2[CH:29]=[CH:30][CH:31]=[CH:32][CH:33]=2)[CH2:26][CH2:25][N:24]([C:34]2[C:43]([F:44])=[CH:42][C:37]([C:38]([OH:40])=[O:39])=[CH:36][C:35]=2[F:45])[CH2:23]1)[C@@H:9]([C:11]1[C:20]2[C:15](=[CH:16][CH:17]=[CH:18][CH:19]=2)[CH:14]=[CH:13][CH:12]=1)[CH3:10])=[O:7])([CH3:2])([CH3:3])[CH3:4], predict the reactants needed to synthesize it. The reactants are: [C:1]([O:5][C:6]([N:8]([CH2:21][CH:22]1[CH:27]([C:28]2[CH:33]=[CH:32][CH:31]=[CH:30][CH:29]=2)[CH2:26][CH2:25][N:24]([C:34]2[C:43]([F:44])=[CH:42][C:37]([C:38]([O:40]C)=[O:39])=[CH:36][C:35]=2[F:45])[CH2:23]1)[C@@H:9]([C:11]1[C:20]2[C:15](=[CH:16][CH:17]=[CH:18][CH:19]=2)[CH:14]=[CH:13][CH:12]=1)[CH3:10])=[O:7])([CH3:4])([CH3:3])[CH3:2].C1COCC1.[OH-].[Na+].Cl. (3) Given the product [C:24]([O:23][C:21]([N:28]1[CH2:33][CH2:32][N:31]([CH:14]2[C:13]3[C:18](=[CH:19][C:10]([S:7]([C:1]4[CH:6]=[CH:5][CH:4]=[CH:3][CH:2]=4)(=[O:9])=[O:8])=[CH:11][CH:12]=3)[O:17][CH2:16][CH2:15]2)[CH2:30][CH2:29]1)=[O:22])([CH3:27])([CH3:25])[CH3:26], predict the reactants needed to synthesize it. The reactants are: [C:1]1([S:7]([C:10]2[CH:19]=[C:18]3[C:13]([CH:14](Cl)[CH2:15][CH2:16][O:17]3)=[CH:12][CH:11]=2)(=[O:9])=[O:8])[CH:6]=[CH:5][CH:4]=[CH:3][CH:2]=1.[C:21]([N:28]1[CH2:33][CH2:32][NH:31][CH2:30][CH2:29]1)([O:23][C:24]([CH3:27])([CH3:26])[CH3:25])=[O:22].[I-].[Na+].C(=O)([O-])[O-].[K+].[K+]. (4) Given the product [CH3:5][NH:6][C:7]1[CH:12]=[CH:11][N:10]2[CH:13]=[C:14]([C:16]3[CH:17]=[CH:18][C:19]([N:43]4[CH2:48][CH2:47][O:46][CH2:45][CH2:44]4)=[CH:20][CH:21]=3)[N:15]=[C:9]2[CH:8]=1, predict the reactants needed to synthesize it. The reactants are: C(O)(=O)C.[CH3:5][NH:6][C:7]1[CH:12]=[CH:11][N:10]2[CH:13]=[C:14]([C:16]3[CH:21]=[CH:20][C:19](CO)=[CH:18][CH:17]=3)[N:15]=[C:9]2[CH:8]=1.CNC1C=CN=C(N)C=1.BrCC(C1C=CC([N:43]2[CH2:48][CH2:47][O:46][CH2:45][CH2:44]2)=CC=1)=O. (5) Given the product [C:1]([NH:5][C:6]([N:8]1[C:16]2[C:11](=[CH:12][C:13]([C:17]([F:20])([F:18])[F:19])=[CH:14][CH:15]=2)[C:10]([NH2:21])=[N:9]1)=[O:7])([CH3:4])([CH3:2])[CH3:3], predict the reactants needed to synthesize it. The reactants are: [C:1]([NH:5][C:6]([N:8]1[C:16]2[C:11](=[CH:12][C:13]([C:17]([F:20])([F:19])[F:18])=[CH:14][CH:15]=2)[C:10]([N:21]2C(=O)C3C(=CC=CC=3)C2=O)=[N:9]1)=[O:7])([CH3:4])([CH3:3])[CH3:2].NN. (6) Given the product [CH3:1][O:2][C:3]1[CH:4]=[C:5]2[C:8](=[CH:9][C:10]=1[O:11][CH3:12])[CH:7]([C:13]([OH:15])=[O:14])[CH2:6]2, predict the reactants needed to synthesize it. The reactants are: [CH3:1][O:2][C:3]1[CH:4]=[C:5]2[C:8](=[CH:9][C:10]=1[O:11][CH3:12])[C@H:7]([C:13]([OH:15])=[O:14])[CH2:6]2.[OH-].[K+]. (7) Given the product [CH2:21]([O:20][C:18]([NH:23][C@H:8]1[CH:9]2[CH:10]3[CH:12]4[CH2:13][CH:14]5[CH:1]2[CH:2]5[CH:3]([CH:11]34)[C@H:4]1[C:5]([O:6][CH3:7])=[O:16])=[O:19])[C:22]1[CH:31]=[CH:30][CH:29]=[CH:28][CH:27]=1, predict the reactants needed to synthesize it. The reactants are: [CH:1]12[CH:14]3[CH:2]1[CH:3]1[CH:11]4[CH:12]([CH2:13]3)[CH:10]4[CH:9]2[CH:8]2[CH:4]1[C:5](=[O:16])[O:6][C:7]2=O.Cl[C:18]([O:20][CH2:21][CH3:22])=[O:19].[N-:23]=[N+]=[N-].[Na+].[CH2:27](O)[C:28]1C=C[CH:31]=[CH:30][CH:29]=1.